This data is from Peptide-MHC class I binding affinity with 185,985 pairs from IEDB/IMGT. The task is: Regression. Given a peptide amino acid sequence and an MHC pseudo amino acid sequence, predict their binding affinity value. This is MHC class I binding data. (1) The peptide sequence is FVRQCFNPM. The MHC is HLA-B40:01 with pseudo-sequence HLA-B40:01. The binding affinity (normalized) is 0.0847. (2) The peptide sequence is SENGVVAPTL. The MHC is HLA-B44:03 with pseudo-sequence HLA-B44:03. The binding affinity (normalized) is 0.503. (3) The peptide sequence is SLVMLLVHY. The MHC is HLA-B15:01 with pseudo-sequence HLA-B15:01. The binding affinity (normalized) is 0.442. (4) The peptide sequence is YLPYDIFCR. The MHC is HLA-A02:11 with pseudo-sequence HLA-A02:11. The binding affinity (normalized) is 0.0847. (5) The peptide sequence is KELNIGRTF. The MHC is HLA-B07:02 with pseudo-sequence HLA-B07:02. The binding affinity (normalized) is 0.0847. (6) The peptide sequence is KHLKDIYTNW. The MHC is Mamu-B17 with pseudo-sequence Mamu-B17. The binding affinity (normalized) is 0.661.